The task is: Regression. Given two drug SMILES strings and cell line genomic features, predict the synergy score measuring deviation from expected non-interaction effect.. This data is from NCI-60 drug combinations with 297,098 pairs across 59 cell lines. (1) Drug 2: CN(CCCl)CCCl.Cl. Drug 1: CC1CCC2CC(C(=CC=CC=CC(CC(C(=O)C(C(C(=CC(C(=O)CC(OC(=O)C3CCCCN3C(=O)C(=O)C1(O2)O)C(C)CC4CCC(C(C4)OC)OCCO)C)C)O)OC)C)C)C)OC. Cell line: SR. Synergy scores: CSS=62.1, Synergy_ZIP=-0.140, Synergy_Bliss=-0.588, Synergy_Loewe=-7.36, Synergy_HSA=0.781. (2) Drug 1: C#CCC(CC1=CN=C2C(=N1)C(=NC(=N2)N)N)C3=CC=C(C=C3)C(=O)NC(CCC(=O)O)C(=O)O. Drug 2: CC1CCCC2(C(O2)CC(NC(=O)CC(C(C(=O)C(C1O)C)(C)C)O)C(=CC3=CSC(=N3)C)C)C. Cell line: SR. Synergy scores: CSS=47.5, Synergy_ZIP=0.563, Synergy_Bliss=-1.35, Synergy_Loewe=0.430, Synergy_HSA=-1.44. (3) Drug 1: COCCOC1=C(C=C2C(=C1)C(=NC=N2)NC3=CC=CC(=C3)C#C)OCCOC.Cl. Drug 2: N.N.Cl[Pt+2]Cl. Cell line: HOP-62. Synergy scores: CSS=26.9, Synergy_ZIP=-0.840, Synergy_Bliss=5.40, Synergy_Loewe=-8.80, Synergy_HSA=-0.248. (4) Drug 1: CC12CCC3C(C1CCC2=O)CC(=C)C4=CC(=O)C=CC34C. Drug 2: CC1=C(N=C(N=C1N)C(CC(=O)N)NCC(C(=O)N)N)C(=O)NC(C(C2=CN=CN2)OC3C(C(C(C(O3)CO)O)O)OC4C(C(C(C(O4)CO)O)OC(=O)N)O)C(=O)NC(C)C(C(C)C(=O)NC(C(C)O)C(=O)NCCC5=NC(=CS5)C6=NC(=CS6)C(=O)NCCC[S+](C)C)O. Cell line: SF-295. Synergy scores: CSS=45.0, Synergy_ZIP=-7.22, Synergy_Bliss=-2.28, Synergy_Loewe=-13.6, Synergy_HSA=0.999. (5) Drug 1: CC1C(C(=O)NC(C(=O)N2CCCC2C(=O)N(CC(=O)N(C(C(=O)O1)C(C)C)C)C)C(C)C)NC(=O)C3=C4C(=C(C=C3)C)OC5=C(C(=O)C(=C(C5=N4)C(=O)NC6C(OC(=O)C(N(C(=O)CN(C(=O)C7CCCN7C(=O)C(NC6=O)C(C)C)C)C)C(C)C)C)N)C. Drug 2: CN(CC1=CN=C2C(=N1)C(=NC(=N2)N)N)C3=CC=C(C=C3)C(=O)NC(CCC(=O)O)C(=O)O. Cell line: HT29. Synergy scores: CSS=34.2, Synergy_ZIP=0.947, Synergy_Bliss=2.25, Synergy_Loewe=-11.5, Synergy_HSA=1.34. (6) Drug 1: C1=NNC2=C1C(=O)NC=N2. Drug 2: C1C(C(OC1N2C=NC3=C2NC=NCC3O)CO)O. Cell line: UO-31. Synergy scores: CSS=1.87, Synergy_ZIP=0.778, Synergy_Bliss=2.84, Synergy_Loewe=-1.15, Synergy_HSA=-1.02. (7) Drug 1: CC12CCC3C(C1CCC2=O)CC(=C)C4=CC(=O)C=CC34C. Drug 2: B(C(CC(C)C)NC(=O)C(CC1=CC=CC=C1)NC(=O)C2=NC=CN=C2)(O)O. Cell line: K-562. Synergy scores: CSS=23.5, Synergy_ZIP=0.820, Synergy_Bliss=-1.17, Synergy_Loewe=-0.696, Synergy_HSA=-2.33. (8) Drug 1: C1CCN(CC1)CCOC2=CC=C(C=C2)C(=O)C3=C(SC4=C3C=CC(=C4)O)C5=CC=C(C=C5)O. Synergy scores: CSS=25.1, Synergy_ZIP=-3.95, Synergy_Bliss=2.73, Synergy_Loewe=-0.790, Synergy_HSA=-1.56. Drug 2: C1=CC(=CC=C1CC(C(=O)O)N)N(CCCl)CCCl.Cl. Cell line: NCIH23. (9) Drug 2: CN1C(=O)N2C=NC(=C2N=N1)C(=O)N. Cell line: KM12. Synergy scores: CSS=-0.462, Synergy_ZIP=-3.58, Synergy_Bliss=-5.72, Synergy_Loewe=-14.8, Synergy_HSA=-7.96. Drug 1: C1=CC(=CC=C1CCC2=CNC3=C2C(=O)NC(=N3)N)C(=O)NC(CCC(=O)O)C(=O)O.